From a dataset of Reaction yield outcomes from USPTO patents with 853,638 reactions. Predict the reaction yield, written as a fraction of the theoretical maximum amount of product (1.0 means a 100% yield; for example, 0.34 means a 34% yield). (1) The catalyst is C1(C)C=CC=CC=1.C(OCC)(=O)C.C([O-])(=O)C.[Pd+2].C([O-])(=O)C. The product is [CH2:46]([O:50][C:12]1[CH:13]=[CH:14][CH:15]=[CH:16][C:17]=1[O:18][CH3:19])[CH2:47][CH2:48][CH3:49]. The yield is 0.620. The reactants are CC1(C)P([C:12]2[C:17]([O:18][CH3:19])=[CH:16][CH:15]=[C:14](OC)[C:13]=2C2C(C(C)C)=CC(C(C)C)=CC=2C(C)C)C(C)(C)CC2(OCCO2)C1.C(=O)([O-])[O-].[Cs+].[Cs+].[CH2:46]([OH:50])[CH2:47][CH2:48][CH3:49].ClC1C=CC=CC=1OC. (2) The reactants are CN(C)/[CH:3]=[CH:4]/[C:5]([C:7]1[CH:17]=[CH:16][C:10]([C:11]([O:13][CH2:14][CH3:15])=[O:12])=[CH:9][CH:8]=1)=O.C(=O)([O-])[O-].[K+].[K+].[C:25]([NH:28][C:29]1[CH:37]=[CH:36][C:32]([C:33]([NH2:35])=[O:34])=[CH:31][CH:30]=1)(=[NH:27])[NH2:26]. The catalyst is CCOCC. The product is [C:33]([C:32]1[CH:36]=[CH:37][C:29]([NH:28][C:25]2[N:26]=[C:5]([C:7]3[CH:17]=[CH:16][C:10]([C:11]([O:13][CH2:14][CH3:15])=[O:12])=[CH:9][CH:8]=3)[CH:4]=[CH:3][N:27]=2)=[CH:30][CH:31]=1)(=[O:34])[NH2:35]. The yield is 0.460. (3) The reactants are [OH:1][C:2]1[N:7]=[CH:6][C:5]([NH:8][C:9](=[O:15])[CH2:10][C:11]([CH3:14])([CH3:13])[CH3:12])=[CH:4][CH:3]=1.[CH3:16][N:17]([C:21]1[CH:26]=[CH:25][CH:24]=[CH:23][CH:22]=1)[C:18](Cl)=[O:19].N12CCN(CC1)CC2.O. The catalyst is O1CCCC1.CCCCCCC. The product is [CH3:13][C:11]([CH3:12])([CH3:14])[CH2:10][C:9]([NH:8][C:5]1[CH:4]=[CH:3][C:2]([O:1][C:18](=[O:19])[N:17]([CH3:16])[C:21]2[CH:26]=[CH:25][CH:24]=[CH:23][CH:22]=2)=[N:7][CH:6]=1)=[O:15]. The yield is 0.790. (4) The catalyst is O1CCOCC1.C1C=CC(P(C2C=CC=CC=2)[C-]2C=CC=C2)=CC=1.C1C=CC(P(C2C=CC=CC=2)[C-]2C=CC=C2)=CC=1.Cl[Pd]Cl.[Fe+2]. The yield is 0.420. The reactants are Cl[C:2]1[N:7]=[CH:6][C:5]2[CH:8]=[N:9][N:10]([C:11]3[N:16]=[C:15]([N:17]4[CH2:23][CH2:22][CH2:21][N:20]([C:24]([O:26][C:27]([CH3:30])([CH3:29])[CH3:28])=[O:25])[CH2:19][CH2:18]4)[CH:14]=[N:13][CH:12]=3)[C:4]=2[CH:3]=1.CC1(C)C(C)(C)OB([C:39]2[CH:40]=[N:41][NH:42][CH:43]=2)O1.C([O-])([O-])=O.[Na+].[Na+]. The product is [NH:41]1[CH:40]=[C:39]([C:2]2[N:7]=[CH:6][C:5]3[CH:8]=[N:9][N:10]([C:11]4[N:16]=[C:15]([N:17]5[CH2:23][CH2:22][CH2:21][N:20]([C:24]([O:26][C:27]([CH3:28])([CH3:29])[CH3:30])=[O:25])[CH2:19][CH2:18]5)[CH:14]=[N:13][CH:12]=4)[C:4]=3[CH:3]=2)[CH:43]=[N:42]1. (5) The reactants are C([O:5][C:6](=[O:32])[CH2:7][C@H:8]([CH2:24][C:25]1[CH:30]=[CH:29][C:28]([Cl:31])=[CH:27][CH:26]=1)[C:9]([N:11]1[C@H:15]([CH3:16])[C@H:14]([C:17]2[CH:22]=[CH:21][CH:20]=[CH:19][CH:18]=2)[O:13][C:12]1=[O:23])=[O:10])(C)(C)C.C(O)(C(F)(F)F)=O. The catalyst is C(Cl)Cl. The product is [Cl:31][C:28]1[CH:27]=[CH:26][C:25]([CH2:24][C@H:8]([C:9]([N:11]2[C@H:15]([CH3:16])[C@H:14]([C:17]3[CH:18]=[CH:19][CH:20]=[CH:21][CH:22]=3)[O:13][C:12]2=[O:23])=[O:10])[CH2:7][C:6]([OH:32])=[O:5])=[CH:30][CH:29]=1. The yield is 1.00. (6) The reactants are [NH2:1][C:2]1[C:7]([C:8]([O:10][CH2:11][CH3:12])=[O:9])=[CH:6][N:5]=[CH:4][N:3]=1.[C:13](OC(=O)C)(=[O:15])[CH3:14]. No catalyst specified. The product is [C:13]([NH:1][C:2]1[C:7]([C:8]([O:10][CH2:11][CH3:12])=[O:9])=[CH:6][N:5]=[CH:4][N:3]=1)(=[O:15])[CH3:14]. The yield is 0.590.